This data is from Reaction yield outcomes from USPTO patents with 853,638 reactions. The task is: Predict the reaction yield, written as a fraction of the theoretical maximum amount of product (1.0 means a 100% yield; for example, 0.34 means a 34% yield). (1) The reactants are P(Cl)(Cl)([Cl:3])=O.[CH3:6][O:7][CH2:8][C:9]1[CH2:10][C:11](=O)[N:12]([CH3:14])[N:13]=1.CN(C)[CH:18]=[O:19]. No catalyst specified. The product is [Cl:3][C:11]1[N:12]([CH3:14])[N:13]=[C:9]([CH2:8][O:7][CH3:6])[C:10]=1[CH:18]=[O:19]. The yield is 0.570. (2) The reactants are [F:1][C:2]([F:22])([F:21])[C:3]1[CH:8]=[CH:7][CH:6]=[CH:5][C:4]=1[C:9]1[CH:14]=[CH:13][N:12]2[N:15]=[CH:16][C:17]([C:18]([OH:20])=O)=[C:11]2[N:10]=1.[NH2:23][C:24]1[CH:29]=[CH:28][CH:27]=[CH:26][N:25]=1.CCN(C(C)C)C(C)C.CN(C(ON1N=NC2C=CC=NC1=2)=[N+](C)C)C.F[P-](F)(F)(F)(F)F. The catalyst is CN(C=O)C.O. The product is [N:25]1[CH:26]=[CH:27][CH:28]=[CH:29][C:24]=1[NH:23][C:18]([C:17]1[CH:16]=[N:15][N:12]2[CH:13]=[CH:14][C:9]([C:4]3[CH:5]=[CH:6][CH:7]=[CH:8][C:3]=3[C:2]([F:22])([F:21])[F:1])=[N:10][C:11]=12)=[O:20]. The yield is 0.520. (3) The product is [Cl:8][C:9]1[CH:10]=[C:11]2[C:16](=[CH:17][CH:18]=1)[C:15](=[O:19])[N:14]([C:20]1[CH:21]=[N:22][CH:23]=[C:24]([CH2:26][N:1]3[CH:5]=[CH:4][N:3]=[CH:2]3)[CH:25]=1)[CH2:13][CH2:12]2. The reactants are [NH:1]1[CH:5]=[CH:4][N:3]=[CH:2]1.[H-].[Na+].[Cl:8][C:9]1[CH:10]=[C:11]2[C:16](=[CH:17][CH:18]=1)[C:15](=[O:19])[N:14]([C:20]1[CH:21]=[N:22][CH:23]=[C:24]([CH2:26]Cl)[CH:25]=1)[CH2:13][CH2:12]2.O. The catalyst is CN(C=O)C. The yield is 0.310. (4) The reactants are [CH2:1]([N:8]1[CH:12]=[CH:11][CH:10]=[C:9]1[CH:13]=[O:14])[C:2]1[CH:7]=[CH:6][CH:5]=[CH:4][CH:3]=1.[CH:15]([Mg]Br)([CH3:17])[CH3:16]. The catalyst is C1COCC1. The product is [CH2:1]([N:8]1[CH:12]=[CH:11][CH:10]=[C:9]1[CH:13]([OH:14])[CH:15]([CH3:17])[CH3:16])[C:2]1[CH:3]=[CH:4][CH:5]=[CH:6][CH:7]=1. The yield is 0.560. (5) The reactants are [C:1](N1C=CN=C1)(N1C=CN=C1)=O.[F:13][C:14]1[CH:19]=[C:18]([F:20])[CH:17]=[CH:16][C:15]=1[CH:21]([N:32]1[C@H:37]([CH2:38][CH:39]([CH3:41])[CH3:40])[C:36](=[O:42])[NH:35][C@H:34]([CH:43]2[CH2:51][C:50]3[C:45](=[CH:46][CH:47]=[CH:48][CH:49]=3)[CH2:44]2)[C:33]1=[O:52])[C:22]([NH:24][C:25]1C=CC=CC=1O)=[O:23].CNC.O1CCCC1. The catalyst is ClCCl. The product is [F:13][C:14]1[CH:19]=[C:18]([F:20])[CH:17]=[CH:16][C:15]=1[C@@H:21]([N:32]1[C@H:37]([CH2:38][CH:39]([CH3:41])[CH3:40])[C:36](=[O:42])[NH:35][C@H:34]([CH:43]2[CH2:44][C:45]3[C:50](=[CH:49][CH:48]=[CH:47][CH:46]=3)[CH2:51]2)[C:33]1=[O:52])[C:22]([N:24]([CH3:1])[CH3:25])=[O:23]. The yield is 0.620. (6) The reactants are [Cl-].O[NH3+:3].[C:4](=[O:7])([O-])[OH:5].[Na+].CS(C)=O.[CH2:13]([C:17]1[N:22]2[N:23]=[C:24]([CH3:26])[N:25]=[C:21]2[N:20]([CH:27]2[CH2:32][CH2:31][O:30][CH2:29][CH2:28]2)[C:19](=[O:33])[C:18]=1[CH2:34][C:35]1[CH:40]=[CH:39][C:38]([C:41]2[C:42]([C:47]#[N:48])=[CH:43][CH:44]=[CH:45][CH:46]=2)=[CH:37][C:36]=1[F:49])[CH2:14][CH2:15][CH3:16]. The catalyst is C(OCC)(=O)C. The product is [CH2:13]([C:17]1[N:22]2[N:23]=[C:24]([CH3:26])[N:25]=[C:21]2[N:20]([CH:27]2[CH2:28][CH2:29][O:30][CH2:31][CH2:32]2)[C:19](=[O:33])[C:18]=1[CH2:34][C:35]1[CH:40]=[CH:39][C:38]([C:41]2[CH:46]=[CH:45][CH:44]=[CH:43][C:42]=2[C:47]2[NH:3][C:4](=[O:7])[O:5][N:48]=2)=[CH:37][C:36]=1[F:49])[CH2:14][CH2:15][CH3:16]. The yield is 0.570.